Dataset: Reaction yield outcomes from USPTO patents with 853,638 reactions. Task: Predict the reaction yield, written as a fraction of the theoretical maximum amount of product (1.0 means a 100% yield; for example, 0.34 means a 34% yield). (1) The product is [CH3:18][O:8][C:6](=[O:7])[C:5]1[CH:9]=[CH:10][C:2]([CH:13]=[O:16])=[C:3]([O:11][CH3:12])[CH:4]=1. The catalyst is C(Cl)Cl. The yield is 0.790. The reactants are Br[C:2]1[CH:10]=[CH:9][C:5]([C:6]([OH:8])=[O:7])=[CH:4][C:3]=1[O:11][CH3:12].[C:13]([O-:16])(O)=O.[Na+].[CH3:18]S(C)=O. (2) The reactants are [N+:1]([C:4]1[CH:5]=[C:6]([CH2:10][C:11]2[C:19]3[C:14](=[CH:15][CH:16]=[CH:17][CH:18]=3)[N:13]([CH2:20][C:21]([O:23]CC)=[O:22])[CH:12]=2)[CH:7]=[CH:8][CH:9]=1)([O-:3])=[O:2].[OH-].[Na+].Cl. The catalyst is C1COCC1.CCO. The product is [N+:1]([C:4]1[CH:5]=[C:6]([CH2:10][C:11]2[C:19]3[C:14](=[CH:15][CH:16]=[CH:17][CH:18]=3)[N:13]([CH2:20][C:21]([OH:23])=[O:22])[CH:12]=2)[CH:7]=[CH:8][CH:9]=1)([O-:3])=[O:2]. The yield is 0.690. (3) The reactants are C[O:2][C:3]([C@H:5]1[C@H:9]([C:10]2[CH:15]=[CH:14][C:13]([Cl:16])=[CH:12][CH:11]=2)[CH2:8][N:7]([CH2:17][C:18]2[CH:23]=[CH:22][CH:21]=[CH:20][CH:19]=2)[CH2:6]1)=O.C([NH2:26])=O.C[O-].[Na+]. The catalyst is CN(C=O)C. The product is [CH2:17]([N:7]1[CH2:8][C@@H:9]([C:10]2[CH:15]=[CH:14][C:13]([Cl:16])=[CH:12][CH:11]=2)[C@H:5]([C:3]([NH2:26])=[O:2])[CH2:6]1)[C:18]1[CH:23]=[CH:22][CH:21]=[CH:20][CH:19]=1. The yield is 0.850. (4) The reactants are [CH2:1]([O:8][C:9]1[CH:18]=[CH:17][C:12]([C:13]([O:15][CH3:16])=[O:14])=[CH:11][C:10]=1[NH:19][C:20](=[O:23])[CH2:21]Cl)[C:2]1[CH:7]=[CH:6][CH:5]=[CH:4][CH:3]=1.[NH:24]1[CH2:29][CH2:28][O:27][CH2:26][CH2:25]1.C(N(CC)CC)C.[I-].[K+]. The catalyst is CN(C=O)C. The product is [CH2:1]([O:8][C:9]1[CH:18]=[CH:17][C:12]([C:13]([O:15][CH3:16])=[O:14])=[CH:11][C:10]=1[NH:19][C:20](=[O:23])[CH2:21][N:24]1[CH2:29][CH2:28][O:27][CH2:26][CH2:25]1)[C:2]1[CH:7]=[CH:6][CH:5]=[CH:4][CH:3]=1. The yield is 0.260. (5) The reactants are [Br:1][C:2]1[CH:10]=[C:6]([C:7]([OH:9])=O)[C:5]([OH:11])=[CH:4][CH:3]=1.[F:12][C:13]([F:26])([F:25])[C:14]1[CH:20]=[CH:19][C:18]([C:21]([F:24])([F:23])[F:22])=[CH:17][C:15]=1[NH2:16]. No catalyst specified. The product is [F:12][C:13]([F:25])([F:26])[C:14]1[CH:20]=[CH:19][C:18]([C:21]([F:23])([F:24])[F:22])=[CH:17][C:15]=1[NH:16][C:7](=[O:9])[C:6]1[CH:10]=[C:2]([Br:1])[CH:3]=[CH:4][C:5]=1[OH:11]. The yield is 0.240. (6) The reactants are N([O-])=O.[Na+].[F:5][C:6]([F:15])([F:14])[C:7]1[CH:8]=[C:9]([CH:11]=[CH:12][CH:13]=1)N.[C:16]([O:20][CH3:21])(=[O:19])[CH:17]=[CH2:18].[ClH:22]. The catalyst is O.CC(C)=O. The product is [Cl:22][CH:17]([CH2:18][C:9]1[CH:11]=[CH:12][CH:13]=[C:7]([C:6]([F:15])([F:14])[F:5])[CH:8]=1)[C:16]([O:20][CH3:21])=[O:19]. The yield is 0.740. (7) The reactants are CCN(CC)CC.[NH2:8][C:9]1[CH:14]=[C:13]([Br:15])[CH:12]=[CH:11][C:10]=1[OH:16].Cl[CH2:18][C:19](Cl)=[O:20].[H-].[Na+]. The catalyst is C1COCC1. The product is [Br:15][C:13]1[CH:12]=[CH:11][C:10]2[O:16][CH2:18][C:19](=[O:20])[NH:8][C:9]=2[CH:14]=1. The yield is 0.700.